From a dataset of Catalyst prediction with 721,799 reactions and 888 catalyst types from USPTO. Predict which catalyst facilitates the given reaction. (1) Reactant: [O:1]1[C:5]2[CH:6]=[CH:7][C:8]([C@@:10]34[CH2:18][CH2:17][C:16](=O)[CH2:15][C@@H:14]3[N:13]([CH2:20][C:21]3[CH:26]=[CH:25][CH:24]=[CH:23][CH:22]=3)[CH2:12][CH2:11]4)=[CH:9][C:4]=2[O:3][CH2:2]1.C([O-])=O.[NH4+].[BH3-]C#[N:33].[Na+]. Product: [O:1]1[C:5]2[CH:6]=[CH:7][C:8]([C@@:10]34[CH2:18][CH2:17][CH:16]([NH2:33])[CH2:15][C@@H:14]3[N:13]([CH2:20][C:21]3[CH:26]=[CH:25][CH:24]=[CH:23][CH:22]=3)[CH2:12][CH2:11]4)=[CH:9][C:4]=2[O:3][CH2:2]1. The catalyst class is: 5. (2) Reactant: [CH3:1][C:2]1[CH:8]=[C:7]([CH3:9])[CH:6]=[C:5]([N+:10]([O-:12])=[O:11])[C:3]=1[NH2:4].Cl[CH2:14][C:15]([N:17]([CH3:19])[CH3:18])=[O:16].C([O-])([O-])=O.[K+].[K+]. Product: [CH3:1][C:2]1[CH:8]=[C:7]([CH3:9])[CH:6]=[C:5]([N+:10]([O-:12])=[O:11])[C:3]=1[NH:4][CH2:14][C:15]([N:17]([CH3:19])[CH3:18])=[O:16]. The catalyst class is: 3. (3) Reactant: [H-].[Na+].[F:3][C:4]([F:25])([F:24])[O:5][C:6]1[CH:11]=[CH:10][C:9]([C:12]2[N:16]=[C:15]([C:17]3[CH:18]=[CH:19][C:20](=[O:23])[NH:21][CH:22]=3)[O:14][N:13]=2)=[CH:8][CH:7]=1.Br[CH2:27][C:28]1[CH:29]=[C:30]([CH:35]=[CH:36][CH:37]=1)[C:31]([O:33][CH3:34])=[O:32].O. Product: [O:23]=[C:20]1[CH:19]=[CH:18][C:17]([C:15]2[O:14][N:13]=[C:12]([C:9]3[CH:10]=[CH:11][C:6]([O:5][C:4]([F:3])([F:24])[F:25])=[CH:7][CH:8]=3)[N:16]=2)=[CH:22][N:21]1[CH2:27][C:28]1[CH:29]=[C:30]([CH:35]=[CH:36][CH:37]=1)[C:31]([O:33][CH3:34])=[O:32]. The catalyst class is: 39. (4) Reactant: [NH2:1][N:2]1[C:6](=[O:7])[C:5]2=[CH:8][CH:9]=[CH:10][CH:11]=[C:4]2[C:3]1=[O:12].[CH3:13][O:14][C:15]1[CH:22]=[CH:21][C:18]([CH:19]=O)=[CH:17][C:16]=1[CH3:23]. Product: [CH3:13][O:14][C:15]1[CH:22]=[CH:21][C:18]([CH:19]=[N:1][N:2]2[C:3](=[O:12])[C:4]3[C:5](=[CH:8][CH:9]=[CH:10][CH:11]=3)[C:6]2=[O:7])=[CH:17][C:16]=1[CH3:23]. The catalyst class is: 8. (5) Reactant: Cl[C:2]1[CH:7]=[C:6]([O:8][C:9]2[C:18]3[C:13](=[CH:14][CH:15]=[CH:16][CH:17]=3)[C:12]([NH2:19])=[CH:11][CH:10]=2)[CH:5]=[CH:4][N:3]=1.[CH3:20][O:21][C:22]1[CH:23]=[C:24]([CH:26]=[C:27]([O:29][CH2:30][CH2:31][N:32]2[CH2:37][CH2:36][O:35][CH2:34][CH2:33]2)[CH:28]=1)[NH2:25].Cl.O1CCOCC1. Product: [NH2:19][C:12]1[C:13]2[C:18](=[CH:17][CH:16]=[CH:15][CH:14]=2)[C:9]([O:8][C:6]2[CH:5]=[CH:4][N:3]=[C:2]([NH:25][C:24]3[CH:26]=[C:27]([O:29][CH2:30][CH2:31][N:32]4[CH2:37][CH2:36][O:35][CH2:34][CH2:33]4)[CH:28]=[C:22]([O:21][CH3:20])[CH:23]=3)[CH:7]=2)=[CH:10][CH:11]=1. The catalyst class is: 37. (6) Reactant: [N+:1]([O-:9])([O:3][CH2:4][CH2:5][CH2:6][CH2:7][OH:8])=[O:2].[CH3:10][O:11][C:12]1[CH:22]=[N:21][C:20]2[S:19][CH2:18][CH2:17][N:16]([CH2:23][C:24]3[CH:32]=[CH:31][C:27]([C:28](O)=[O:29])=[CH:26][CH:25]=3)[CH2:15][C:14]=2[CH:13]=1. Product: [CH3:10][O:11][C:12]1[CH:22]=[N:21][C:20]2[S:19][CH2:18][CH2:17][N:16]([CH2:23][C:24]3[CH:32]=[CH:31][C:27]([C:28]([O:8][CH2:7][CH2:6][CH2:5][CH2:4][O:3][N+:1]([O-:9])=[O:2])=[O:29])=[CH:26][CH:25]=3)[CH2:15][C:14]=2[CH:13]=1. The catalyst class is: 2.